From a dataset of Catalyst prediction with 721,799 reactions and 888 catalyst types from USPTO. Predict which catalyst facilitates the given reaction. (1) Reactant: [CH2:1]([S:3]([C:6]1[CH:31]=[CH:30][C:9]([O:10][CH:11]2[CH2:15][CH2:14][N:13]([CH:16]3[CH2:21][CH2:20][N:19](C(OC(C)(C)C)=O)[CH2:18][CH2:17]3)[C:12]2=[O:29])=[C:8]([F:32])[CH:7]=1)(=[O:5])=[O:4])[CH3:2].[ClH:33]. Product: [ClH:33].[CH2:1]([S:3]([C:6]1[CH:31]=[CH:30][C:9]([O:10][CH:11]2[CH2:15][CH2:14][N:13]([CH:16]3[CH2:17][CH2:18][NH:19][CH2:20][CH2:21]3)[C:12]2=[O:29])=[C:8]([F:32])[CH:7]=1)(=[O:4])=[O:5])[CH3:2]. The catalyst class is: 135. (2) Product: [C:1]([O:5][C:6]([N:8]1[CH2:12][CH2:11][C@H:10]([N:13]([C:14]2[CH:19]=[CH:18][C:17]([Cl:20])=[C:16]([Cl:21])[CH:15]=2)[C:23]2[S:24][CH:25]=[CH:26][N:27]=2)[CH2:9]1)=[O:7])([CH3:4])([CH3:2])[CH3:3]. Reactant: [C:1]([O:5][C:6]([N:8]1[CH2:12][CH2:11][C@H:10]([NH:13][C:14]2[CH:19]=[CH:18][C:17]([Cl:20])=[C:16]([Cl:21])[CH:15]=2)[CH2:9]1)=[O:7])([CH3:4])([CH3:3])[CH3:2].Br[C:23]1[S:24][CH:25]=[CH:26][N:27]=1.C(P(C(C)(C)C)C(C)(C)C)(C)(C)C.F[B-](F)(F)F.CC(C)([O-])C.[Na+]. The catalyst class is: 187. (3) Reactant: [CH:1]1([C:7]([CH3:11])([CH3:10])[CH2:8][OH:9])[CH2:6][CH2:5][CH2:4][CH2:3][CH2:2]1.C(Cl)(=O)C(Cl)=O. Product: [CH:1]1([C:7]([CH3:11])([CH3:10])[CH:8]=[O:9])[CH2:6][CH2:5][CH2:4][CH2:3][CH2:2]1. The catalyst class is: 16. (4) Reactant: [CH2:1]([O:6][C:7]1[C@@H:12]([C@H:13]([CH2:15][OH:16])[OH:14])[O:11][C:9](=[O:10])[C:8]=1[OH:17])[CH:2]([CH2:4][OH:5])[OH:3].C(=O)([O-])O.[Na+].[CH2:23](Br)[CH2:24][CH2:25][CH2:26][CH2:27][CH2:28][CH2:29][CH2:30][CH2:31][CH2:32][CH2:33][CH2:34][CH2:35][CH2:36][CH2:37][CH3:38]. Product: [CH2:1]([O:6][C:7]1[C@@H:12]([C@H:13]([CH2:15][OH:16])[OH:14])[O:11][C:9](=[O:10])[C:8]=1[O:17][CH2:38][CH2:37][CH2:36][CH2:35][CH2:34][CH2:33][CH2:32][CH2:31][CH2:30][CH2:29][CH2:28][CH2:27][CH2:26][CH2:25][CH2:24][CH3:23])[CH:2]([CH2:4][OH:5])[OH:3]. The catalyst class is: 16. (5) Reactant: [CH3:1][C:2]1[CH:7]=[CH:6][CH:5]=[C:4]([C:8]#[C:9][CH:10]=[C:11]2[CH2:16][CH2:15][NH:14][CH2:13][CH2:12]2)[N:3]=1.[CH:17](=O)[C:18]1[CH:23]=[CH:22][CH:21]=[CH:20][CH:19]=1.C(O[BH-](OC(=O)C)OC(=O)C)(=O)C.[Na+].C(Cl)Cl. Product: [CH2:17]([N:14]1[CH2:13][CH2:12][C:11](=[CH:10][C:9]#[C:8][C:4]2[CH:5]=[CH:6][CH:7]=[C:2]([CH3:1])[N:3]=2)[CH2:16][CH2:15]1)[C:18]1[CH:23]=[CH:22][CH:21]=[CH:20][CH:19]=1. The catalyst class is: 6. (6) Reactant: [F:1][C:2]1[C:7]([F:8])=[C:6]([O:9][CH2:10][CH3:11])[CH:5]=[CH:4][C:3]=1[C@H:12]1[CH2:17][CH2:16][C@H:15]([CH:18]2[CH2:23][CH2:22][C:21](=[O:24])[CH:20]=[CH:19]2)[CH2:14][CH2:13]1.[Cl-].[NH4+]. Product: [F:1][C:2]1[C:7]([F:8])=[C:6]([O:9][CH2:10][CH3:11])[CH:5]=[CH:4][C:3]=1[C@H:12]1[CH2:13][CH2:14][C@H:15]([CH:18]2[CH2:23][CH2:22][C:21]([CH2:4][CH2:3][CH2:2][CH2:7][CH3:6])([OH:24])[CH:20]=[CH:19]2)[CH2:16][CH2:17]1. The catalyst class is: 1. (7) Reactant: [Cl:1][C:2]1[C:3]([CH:30]=[O:31])=[CH:4][C:5]2[O:10][CH:9]([C:11]([N:13]3[CH2:18][CH2:17][C:16]([CH2:21][C:22]4[CH:27]=[CH:26][C:25]([F:28])=[CH:24][CH:23]=4)([C:19]#[N:20])[CH2:15][CH2:14]3)=[O:12])[CH2:8][NH:7][C:6]=2[CH:29]=1.[Na]. Product: [CH2:21]([N:7]1[C:6]2[CH:29]=[C:2]([Cl:1])[C:3]([C:30]3[O:31][CH:8]=[N:7][CH:6]=3)=[CH:4][C:5]=2[O:10][CH:9]([C:11]([N:13]2[CH2:18][CH2:17][C:16]([CH2:21][C:22]3[CH:23]=[CH:24][C:25]([F:28])=[CH:26][CH:27]=3)([C:19]#[N:20])[CH2:15][CH2:14]2)=[O:12])[CH2:8]1)[C:22]1[CH:27]=[CH:26][CH:25]=[CH:24][CH:23]=1. The catalyst class is: 5. (8) Reactant: Br[C:2]([CH3:9])([CH3:8])[C:3]([O:5][CH2:6][CH3:7])=[O:4].[CH2:10]([SH:13])[CH:11]=[CH2:12].[OH-].[K+]. Product: [CH2:6]([O:5][C:3](=[O:4])[C:2]([S:13][CH2:10][CH:11]=[CH2:12])([CH3:9])[CH3:8])[CH3:7]. The catalyst class is: 8.